This data is from Forward reaction prediction with 1.9M reactions from USPTO patents (1976-2016). The task is: Predict the product of the given reaction. (1) Given the reactants [F:1]/[C:2](=[C:8](/[C:10]1[CH:11]=[C:12]2[C:17](=[CH:18][C:19]=1[O:20][CH3:21])[O:16][C:15]([CH3:23])([CH3:22])[CH:14]=[C:13]2[C:24]([CH3:27])([CH3:26])[CH3:25])\[CH3:9])/[C:3](OCC)=[O:4].[H-].C([Al+]CC(C)C)C(C)C, predict the reaction product. The product is: [C:24]([C:13]1[C:12]2[C:17](=[CH:18][C:19]([O:20][CH3:21])=[C:10](/[C:8](/[CH3:9])=[C:2](/[F:1])\[CH2:3][OH:4])[CH:11]=2)[O:16][C:15]([CH3:23])([CH3:22])[CH:14]=1)([CH3:27])([CH3:25])[CH3:26]. (2) Given the reactants C(OC([N:8]1[CH2:17][CH2:16][C:15]2[NH:14][N:13]=[C:12]([C:18]3[CH:23]=[CH:22][C:21]([Cl:24])=[CH:20][CH:19]=3)[C:11]=2[CH2:10][CH2:9]1)=O)(C)(C)C.C(OC(N1CCC2C(=C(C3C=CC(Cl)=CC=3)N([CH2:42][C:43]3[C:52]4[C:47](=[CH:48][CH:49]=[CH:50][CH:51]=4)[CH:46]=[CH:45][CH:44]=3)N=2)CC1)=O)(C)(C)C, predict the reaction product. The product is: [Cl:24][C:21]1[CH:20]=[CH:19][C:18]([C:12]2[C:11]3[CH2:10][CH2:9][NH:8][CH2:17][CH2:16][C:15]=3[N:14]([CH2:42][C:43]3[C:52]4[C:47](=[CH:48][CH:49]=[CH:50][CH:51]=4)[CH:46]=[CH:45][CH:44]=3)[N:13]=2)=[CH:23][CH:22]=1.